From a dataset of Full USPTO retrosynthesis dataset with 1.9M reactions from patents (1976-2016). Predict the reactants needed to synthesize the given product. Given the product [C:20]([C:19]1[CH:22]=[C:15]([NH:14][C:11]([CH:2]2[CH2:3][CH2:4][C:5]3[C:10](=[CH:9][CH:8]=[CH:7][CH:6]=3)[CH2:1]2)=[O:13])[CH:16]=[CH:17][C:18]=1[N:23]1[CH2:28][CH2:27][CH:26]([OH:29])[CH2:25][CH2:24]1)#[N:21], predict the reactants needed to synthesize it. The reactants are: [CH2:1]1[C:10]2[C:5](=[CH:6][CH:7]=[CH:8][CH:9]=2)[CH2:4][CH2:3][CH:2]1[C:11]([OH:13])=O.[NH2:14][C:15]1[CH:16]=[CH:17][C:18]([N:23]2[CH2:28][CH2:27][CH:26]([OH:29])[CH2:25][CH2:24]2)=[C:19]([CH:22]=1)[C:20]#[N:21].